Dataset: Catalyst prediction with 721,799 reactions and 888 catalyst types from USPTO. Task: Predict which catalyst facilitates the given reaction. (1) Reactant: C([SiH](CC)CC)C.FC(F)(F)C(O)=O.[CH2:15]([CH:22]1[C:30]2[C:25](=[CH:26][CH:27]=[CH:28][CH:29]=2)[C:24]([C:32]2[N:33]=[CH:34][N:35](C(C3C=CC=CC=3)(C3C=CC=CC=3)C3C=CC=CC=3)[CH:36]=2)(O)[CH2:23]1)[C:16]1[CH:21]=[CH:20][CH:19]=[CH:18][CH:17]=1. Product: [CH2:15]([CH:22]1[C:30]2[C:25](=[CH:26][CH:27]=[CH:28][CH:29]=2)[C:24]([C:32]2[N:33]=[CH:34][NH:35][CH:36]=2)=[CH:23]1)[C:16]1[CH:17]=[CH:18][CH:19]=[CH:20][CH:21]=1. The catalyst class is: 4. (2) The catalyst class is: 63. Product: [CH3:1][N:2]1[C:10](=[O:11])[NH:9][C:8]2[C:3]1=[N:4][C:5]([CH2:12][CH2:13][C:14]1[CH:19]=[CH:18][CH:17]=[CH:16][CH:15]=1)=[N:6][CH:7]=2. Reactant: [CH3:1][N:2]1[C:10](=[O:11])[NH:9][C:8]2[C:3]1=[N:4][C:5](/[CH:12]=[CH:13]/[C:14]1[CH:19]=[CH:18][CH:17]=[CH:16][CH:15]=1)=[N:6][CH:7]=2.CN(C)C=O.